From a dataset of Reaction yield outcomes from USPTO patents with 853,638 reactions. Predict the reaction yield, written as a fraction of the theoretical maximum amount of product (1.0 means a 100% yield; for example, 0.34 means a 34% yield). (1) The reactants are Cl[CH2:2][CH2:3][O:4][C:5]1[CH:13]=[C:12]2[C:8]([C:9]([C:15]3[N:23]([S:24]([C:27]4[CH:32]=[CH:31][C:30]([CH3:33])=[CH:29][CH:28]=4)(=[O:26])=[O:25])[C:18]4=[N:19][CH:20]=[CH:21][CH:22]=[C:17]4[CH:16]=3)=[CH:10][N:11]2[CH3:14])=[CH:7][C:6]=1[O:34][CH3:35].[I-:36].[Na+].C1CCCCC1.C(OCC)(=O)C. The catalyst is C(C(C)=O)C. The product is [I:36][CH2:2][CH2:3][O:4][C:5]1[CH:13]=[C:12]2[C:8]([C:9]([C:15]3[N:23]([S:24]([C:27]4[CH:32]=[CH:31][C:30]([CH3:33])=[CH:29][CH:28]=4)(=[O:26])=[O:25])[C:18]4=[N:19][CH:20]=[CH:21][CH:22]=[C:17]4[CH:16]=3)=[CH:10][N:11]2[CH3:14])=[CH:7][C:6]=1[O:34][CH3:35]. The yield is 0.890. (2) The reactants are COC1C=[CH:7][C:6]([C@@H:9]([NH:11][C@@H:12]2[C:21]3[N:20]=[CH:19][CH:18]=[CH:17][C:16]=3[CH2:15][CH2:14][CH2:13]2)C)=[CH:5]C=1.C(=O)C(C)C.CN([C@H](C1C=CC(OC)=CC=1)C)[C@@H]1C2N=CC=CC=2CCC1.CN[C@H]1C2N=CC=CC=2CCC1. No catalyst specified. The product is [CH3:5][CH:6]([CH3:7])[CH2:9][NH:11][C@@H:12]1[C:21]2[N:20]=[CH:19][CH:18]=[CH:17][C:16]=2[CH2:15][CH2:14][CH2:13]1. The yield is 0.620. (3) The reactants are [F:1][C:2]([F:9])([F:8])[C:3]1[CH:4]=[N:5][NH:6][CH:7]=1.[H-].[Na+].[Cl:12][C:13]1[CH:14]=[CH:15][C:16](F)=[C:17]([C:19]2[CH:24]=[C:23]([O:25][CH3:26])[N:22]=[CH:21][N:20]=2)[CH:18]=1. The catalyst is CN(C=O)C. The product is [Cl:12][C:13]1[CH:14]=[CH:15][C:16]([N:5]2[CH:4]=[C:3]([C:2]([F:9])([F:8])[F:1])[CH:7]=[N:6]2)=[C:17]([C:19]2[CH:24]=[C:23]([O:25][CH3:26])[N:22]=[CH:21][N:20]=2)[CH:18]=1. The yield is 0.323. (4) The yield is 0.700. The catalyst is C1(C)C=CC=CC=1. The product is [CH2:10]([N:9]([CH2:16][CH2:17][CH2:18][CH2:19][CH2:20][CH3:21])[C:3]1[CH:4]=[CH:5][C:6]([NH:8][C:26](=[O:27])[CH2:25][C:22](=[O:24])[CH3:23])=[CH:7][C:2]=1[F:1])[CH2:11][CH2:12][CH2:13][CH2:14][CH3:15]. The reactants are [F:1][C:2]1[CH:7]=[C:6]([NH2:8])[CH:5]=[CH:4][C:3]=1[N:9]([CH2:16][CH2:17][CH2:18][CH2:19][CH2:20][CH3:21])[CH2:10][CH2:11][CH2:12][CH2:13][CH2:14][CH3:15].[C:22]([CH:25]=[C:26]=[O:27])(=[O:24])[CH3:23].